Dataset: Forward reaction prediction with 1.9M reactions from USPTO patents (1976-2016). Task: Predict the product of the given reaction. (1) Given the reactants [F:1][C:2]1[C:7]([F:8])=[C:6]([C:9]([F:12])([F:11])[F:10])[CH:5]=[CH:4][C:3]=1B1OC(C)(C)C(C)(C)O1.[NH2:22][C:23]1[C:28]([F:29])=[C:27](Cl)[N:26]=[C:25]([C:31]([O:33][CH3:34])=[O:32])[C:24]=1[CH:35]=[CH2:36].C(=O)([O-])[O-].[Na+].[Na+].C(#N)C, predict the reaction product. The product is: [NH2:22][C:23]1[C:28]([F:29])=[C:27]([C:3]2[CH:4]=[CH:5][C:6]([C:9]([F:10])([F:11])[F:12])=[C:7]([F:8])[C:2]=2[F:1])[N:26]=[C:25]([C:31]([O:33][CH3:34])=[O:32])[C:24]=1[CH:35]=[CH2:36]. (2) Given the reactants [C:1]([C@H:4]([O:6][CH:7]1[CH:12]([C:13]2[CH:18]=[CH:17][C:16]([O:19][CH2:20][CH2:21][CH2:22][O:23][CH2:24][C:25]3[CH:30]=[CH:29][CH:28]=[CH:27][C:26]=3[O:31][CH3:32])=[CH:15][CH:14]=2)[CH2:11][CH2:10][N:9]([C:33]([O:35][C:36]([CH3:39])([CH3:38])[CH3:37])=[O:34])[CH2:8]1)[CH3:5])([OH:3])=O.[NH2:40][C:41]1[CH:46]=[CH:45][CH:44]=[CH:43][C:42]=1[CH2:47][CH2:48][NH:49][C:50](=[O:52])[CH3:51], predict the reaction product. The product is: [C:50]([NH:49][CH2:48][CH2:47][C:42]1[CH:43]=[CH:44][CH:45]=[CH:46][C:41]=1[NH:40][C:1]([C@H:4]([O:6][CH:7]1[CH:12]([C:13]2[CH:18]=[CH:17][C:16]([O:19][CH2:20][CH2:21][CH2:22][O:23][CH2:24][C:25]3[CH:30]=[CH:29][CH:28]=[CH:27][C:26]=3[O:31][CH3:32])=[CH:15][CH:14]=2)[CH2:11][CH2:10][N:9]([C:33]([O:35][C:36]([CH3:38])([CH3:39])[CH3:37])=[O:34])[CH2:8]1)[CH3:5])=[O:3])(=[O:52])[CH3:51]. (3) Given the reactants C(OC([N:8]1[CH2:12][CH2:11][CH:10]2[N:13]([S:26]([CH3:29])(=[O:28])=[O:27])[CH2:14][CH:15]([C:16]3[C:24]4[C:19](=[CH:20][C:21]([F:25])=[CH:22][CH:23]=4)[NH:18][CH:17]=3)[CH:9]12)=O)(C)(C)C.C(O)(C(F)(F)F)=O, predict the reaction product. The product is: [F:25][C:21]1[CH:20]=[C:19]2[C:24]([C:16]([CH:15]3[CH2:14][N:13]([S:26]([CH3:29])(=[O:27])=[O:28])[CH:10]4[CH2:11][CH2:12][NH:8][CH:9]34)=[CH:17][NH:18]2)=[CH:23][CH:22]=1. (4) Given the reactants [CH3:1][N:2]1[C:11]2[C:6](=[CH:7][N:8]=[C:9]([CH3:12])[CH:10]=2)[CH:5]=[C:4]([C:13]2[CH:14]=[C:15]([CH:20]=[CH:21][C:22]=2[CH3:23])[C:16]([O:18]C)=[O:17])[C:3]1=[O:24].[OH-].[Na+], predict the reaction product. The product is: [CH3:1][N:2]1[C:11]2[C:6](=[CH:7][N:8]=[C:9]([CH3:12])[CH:10]=2)[CH:5]=[C:4]([C:13]2[CH:14]=[C:15]([CH:20]=[CH:21][C:22]=2[CH3:23])[C:16]([OH:18])=[O:17])[C:3]1=[O:24].